From a dataset of Reaction yield outcomes from USPTO patents with 853,638 reactions. Predict the reaction yield, written as a fraction of the theoretical maximum amount of product (1.0 means a 100% yield; for example, 0.34 means a 34% yield). (1) The reactants are [C:1]([O:5][C:6](=[O:9])[CH2:7][NH2:8])([CH3:4])([CH3:3])[CH3:2].[N:10]([CH2:13][CH2:14][C:15]([CH3:20])([CH3:19])[CH2:16][CH:17]=O)=[N+:11]=[N-:12]. The catalyst is C(Cl)Cl. The product is [C:1]([O:5][C:6](=[O:9])[CH2:7]/[N:8]=[CH:17]/[CH2:16][C:15]([CH3:20])([CH3:19])[CH2:14][CH2:13][N:10]=[N+:11]=[N-:12])([CH3:4])([CH3:3])[CH3:2]. The yield is 1.00. (2) The reactants are [N:1]1[CH:6]=[CH:5][CH:4]=[CH:3][C:2]=1[C:7]([OH:9])=O.C1CCC(N=C=NC2CCCCC2)CC1.[C:25]([O:28][C@H:29]([C:32]#[C:33][C:34]#[C:35][C@H:36]([NH2:46])[CH2:37][CH2:38][CH2:39][CH2:40][CH2:41][CH2:42][CH2:43][CH2:44][CH3:45])[CH:30]=[CH2:31])(=[O:27])[CH3:26]. The catalyst is C(Cl)Cl.CN(C1C=CN=CC=1)C. The product is [C:25]([O:28][C@H:29]([C:32]#[C:33][C:34]#[C:35][C@H:36]([NH:46][C:7](=[O:9])[C:2]1[CH:3]=[CH:4][CH:5]=[CH:6][N:1]=1)[CH2:37][CH2:38][CH2:39][CH2:40][CH2:41][CH2:42][CH2:43][CH2:44][CH3:45])[CH:30]=[CH2:31])(=[O:27])[CH3:26]. The yield is 0.755. (3) The reactants are [NH:1]1[CH:5]=[CH:4][CH:3]=[N:2]1.[CH3:6][O:7][C:8]1[CH:13]=[CH:12][C:11](B(O)O)=[CH:10][CH:9]=1.N1C=CC=CC=1. The catalyst is C(Cl)Cl.C([O-])(=O)C.[Cu+2].C([O-])(=O)C. The product is [CH3:6][O:7][C:8]1[CH:13]=[CH:12][C:11]([N:1]2[CH:5]=[CH:4][CH:3]=[N:2]2)=[CH:10][CH:9]=1. The yield is 0.620.